This data is from Catalyst prediction with 721,799 reactions and 888 catalyst types from USPTO. The task is: Predict which catalyst facilitates the given reaction. (1) Reactant: [OH-].[Na+].[CH2:3]([O:10][C:11]1[CH:20]=[CH:19][CH:18]=[C:17]2[C:12]=1[CH2:13][CH2:14][CH2:15][CH:16]2[C:21]([N:23]([CH2:33][C:34]1[CH:43]=[CH:42][C:37]([C:38]([O:40]C)=[O:39])=[CH:36][CH:35]=1)[C:24]1[CH:29]=[CH:28][C:27]([CH:30]([CH3:32])[CH3:31])=[CH:26][CH:25]=1)=[O:22])[C:4]1[CH:9]=[CH:8][CH:7]=[CH:6][CH:5]=1.Cl. Product: [CH2:3]([O:10][C:11]1[CH:20]=[CH:19][CH:18]=[C:17]2[C:12]=1[CH2:13][CH2:14][CH2:15][CH:16]2[C:21]([N:23]([CH2:33][C:34]1[CH:35]=[CH:36][C:37]([C:38]([OH:40])=[O:39])=[CH:42][CH:43]=1)[C:24]1[CH:25]=[CH:26][C:27]([CH:30]([CH3:32])[CH3:31])=[CH:28][CH:29]=1)=[O:22])[C:4]1[CH:9]=[CH:8][CH:7]=[CH:6][CH:5]=1. The catalyst class is: 5. (2) Reactant: [F:1][C:2]1[C:11]2[C:6](=[CH:7][CH:8]=[CH:9][C:10]=2[F:12])[CH:5]=[CH:4][CH:3]=1.[C:13](Cl)(=[O:17])[CH2:14][CH2:15][CH3:16].[Cl-].[Cl-].[Cl-].[Al+3]. Product: [F:1][C:2]1[C:11]2[C:6](=[CH:7][CH:8]=[CH:9][C:10]=2[F:12])[C:5]([C:13](=[O:17])[CH2:14][CH2:15][CH3:16])=[CH:4][CH:3]=1. The catalyst class is: 2.